From a dataset of Full USPTO retrosynthesis dataset with 1.9M reactions from patents (1976-2016). Predict the reactants needed to synthesize the given product. (1) The reactants are: [Cl:1][C:2]1[C:11]2[C:6](=[CH:7][CH:8]=[CH:9][CH:10]=2)[C:5]([CH2:12][C:13]2[CH:18]=[CH:17][N:16]=[CH:15][CH:14]=2)=[N:4][N:3]=1.[Cl:19][C:20]1[CH:26]=[CH:25][C:23]([NH2:24])=[CH:22][CH:21]=1. Given the product [ClH:1].[Cl:19][C:20]1[CH:26]=[CH:25][C:23]([NH:24][C:2]2[C:11]3[C:6](=[CH:7][CH:8]=[CH:9][CH:10]=3)[C:5]([CH2:12][C:13]3[CH:18]=[CH:17][N:16]=[CH:15][CH:14]=3)=[N:4][N:3]=2)=[CH:22][CH:21]=1, predict the reactants needed to synthesize it. (2) Given the product [CH3:2][CH:1]([CH3:3])[CH:24]([C:22]1[S:21][C:17]2[N:18]=[CH:19][N:20]=[C:15]([NH:14][CH2:6][CH2:7][C:8]3[CH:13]=[CH:12][CH:11]=[CH:10][CH:9]=3)[C:16]=2[CH:23]=1)[OH:25], predict the reactants needed to synthesize it. The reactants are: [CH:1]([Mg]Br)([CH3:3])[CH3:2].[CH2:6]([NH:14][C:15]1[C:16]2[CH:23]=[C:22]([CH:24]=[O:25])[S:21][C:17]=2[N:18]=[CH:19][N:20]=1)[CH2:7][C:8]1[CH:13]=[CH:12][CH:11]=[CH:10][CH:9]=1.[Cl-].[NH4+]. (3) The reactants are: [CH3:1][C:2]1[C:3]([NH:8][C:9]2[S:10][CH:11]=[C:12]([C:14]3[CH:19]=[CH:18][CH:17]=[CH:16][N:15]=3)[N:13]=2)=[N:4][CH:5]=[CH:6][CH:7]=1.[NH:20]1[CH2:25][CH2:24][O:23][CH2:22][CH2:21]1.[CH2:26]=O. Given the product [CH3:1][C:2]1[C:3]([NH:8][C:9]2[S:10][C:11]([CH2:26][N:20]3[CH2:25][CH2:24][O:23][CH2:22][CH2:21]3)=[C:12]([C:14]3[CH:19]=[CH:18][CH:17]=[CH:16][N:15]=3)[N:13]=2)=[N:4][CH:5]=[CH:6][CH:7]=1, predict the reactants needed to synthesize it.